Task: Predict the reaction yield, written as a fraction of the theoretical maximum amount of product (1.0 means a 100% yield; for example, 0.34 means a 34% yield).. Dataset: Reaction yield outcomes from USPTO patents with 853,638 reactions (1) The reactants are [NH2:1][C:2]1[CH:11]=[C:10]([N:12]2[CH2:17][CH2:16][N:15]([C:18]([C:20]3[C:21]([C:26]4[CH:31]=[CH:30][CH:29]=[CH:28][C:27]=4[O:32][CH3:33])=[N:22][O:23][C:24]=3[CH3:25])=[O:19])[CH2:14][CH2:13]2)[C:9]([Cl:34])=[CH:8][C:3]=1[C:4]([O:6][CH3:7])=[O:5].[CH3:35][N:36]([CH3:46])[C:37]1[CH:45]=[CH:44][C:40]([C:41](Cl)=[O:42])=[CH:39][CH:38]=1.C(N=P1(N(CC)CC)N(C)CCCN1C)(C)(C)C. The catalyst is CN(C)C1C=CN=CC=1.ClCCCl. The product is [Cl:34][C:9]1[C:10]([N:12]2[CH2:13][CH2:14][N:15]([C:18]([C:20]3[C:21]([C:26]4[CH:31]=[CH:30][CH:29]=[CH:28][C:27]=4[O:32][CH3:33])=[N:22][O:23][C:24]=3[CH3:25])=[O:19])[CH2:16][CH2:17]2)=[CH:11][C:2]([NH:1][C:41](=[O:42])[C:40]2[CH:39]=[CH:38][C:37]([N:36]([CH3:35])[CH3:46])=[CH:45][CH:44]=2)=[C:3]([CH:8]=1)[C:4]([O:6][CH3:7])=[O:5]. The yield is 0.490. (2) The reactants are [NH2:1][C:2]1([C:13]2[CH:18]=[CH:17][C:16]([CH:19]([CH3:21])[CH3:20])=[CH:15][C:14]=2[O:22][CH3:23])[C:10](=[O:11])[C:9]2[C:4](=[CH:5][CH:6]=[CH:7][CH:8]=2)[C:3]1=[O:12].ClC(Cl)(O[C:28](=[O:34])OC(Cl)(Cl)Cl)Cl.Cl.[NH2:37]O.C1[CH2:43][O:42]CC1. No catalyst specified. The product is [CH:19]([C:16]1[CH:17]=[CH:18][C:13]([C:2]2([NH:1][C:43]([NH:37][O:34][CH3:28])=[O:42])[C:10](=[O:11])[C:9]3[C:4](=[CH:5][CH:6]=[CH:7][CH:8]=3)[C:3]2=[O:12])=[C:14]([O:22][CH3:23])[CH:15]=1)([CH3:21])[CH3:20]. The yield is 0.690. (3) The reactants are C[O:2][C:3]([C:5]1[C:13]2[C:8](=[CH:9][C:10]([NH:14][C:15]3[CH:20]=[CH:19][CH:18]=[CH:17][C:16]=3[C:21]([O:23][CH3:24])=[O:22])=[CH:11][CH:12]=2)[N:7]([CH:25]2[CH2:30][CH2:29][CH2:28][CH2:27][O:26]2)[N:6]=1)=[O:4].[OH-].[Na+].Cl. The catalyst is CO.O1CCCC1.O.CCOC(C)=O. The product is [CH3:24][O:23][C:21]([C:16]1[CH:17]=[CH:18][CH:19]=[CH:20][C:15]=1[NH:14][C:10]1[CH:9]=[C:8]2[C:13]([C:5]([C:3]([OH:4])=[O:2])=[N:6][N:7]2[CH:25]2[CH2:30][CH2:29][CH2:28][CH2:27][O:26]2)=[CH:12][CH:11]=1)=[O:22]. The yield is 0.820. (4) The reactants are [NH2:1][C:2]1[C:7]([F:8])=[C:6](Cl)[N:5]=[C:4]([C:10]([O:12][CH3:13])=[O:11])[C:3]=1[Cl:14].[F:15][C:16]1[C:17](B2OC(C)(C)C(C)(C)O2)=[CH:18][CH:19]=[C:20]2[C:24]=1[NH:23][CH:22]=[CH:21]2.[F-].[Cs+].[F-].[K+]. The catalyst is C(#N)C.O.Cl[Pd](Cl)([P](C1C=CC=CC=1)(C1C=CC=CC=1)C1C=CC=CC=1)[P](C1C=CC=CC=1)(C1C=CC=CC=1)C1C=CC=CC=1. The product is [NH2:1][C:2]1[C:7]([F:8])=[C:6]([C:17]2[C:16]([F:15])=[C:24]3[C:20]([CH:21]=[CH:22][NH:23]3)=[CH:19][CH:18]=2)[N:5]=[C:4]([C:10]([O:12][CH3:13])=[O:11])[C:3]=1[Cl:14]. The yield is 0.524. (5) The reactants are [CH3:1][N:2]([CH3:20])[CH:3]1[CH2:7][N:6](C(OCC2C=CC=CC=2)=O)[CH2:5][C:4]1([CH3:19])[CH3:18]. The catalyst is CO.[Pd]. The product is [CH3:1][N:2]([CH3:20])[CH:3]1[C:4]([CH3:19])([CH3:18])[CH2:5][NH:6][CH2:7]1. The yield is 1.00. (6) The reactants are [CH3:1][O:2][C:3]1[CH:4]=[C:5]([C@H:11]([CH3:23])[C:12](N2[C@@H](C(C)C)COC2=O)=[O:13])[CH:6]=[C:7]([O:9][CH3:10])[CH:8]=1.[OH-:24].[Li+].CCCCCC. The catalyst is C1COCC1.O. The product is [CH3:10][O:9][C:7]1[CH:6]=[C:5]([C@H:11]([CH3:23])[C:12]([OH:13])=[O:24])[CH:4]=[C:3]([O:2][CH3:1])[CH:8]=1. The yield is 0.900. (7) The product is [CH2:16]([O:23][C:24]1[CH:29]=[CH:28][C:27]([C:2]2[N:3]3[C:7]([N:8]=[C:9]4[CH2:15][CH2:14][CH2:13][CH2:12][CH2:11][C:10]=24)=[CH:6][CH:5]=[N:4]3)=[CH:26][CH:25]=1)[C:17]1[CH:22]=[CH:21][CH:20]=[CH:19][CH:18]=1. The catalyst is C1(C)C=CC=CC=1.[Pd].C1(P(C2C=CC=CC=2)C2C=CC=CC=2)C=CC=CC=1.C1(P(C2C=CC=CC=2)C2C=CC=CC=2)C=CC=CC=1.C1(P(C2C=CC=CC=2)C2C=CC=CC=2)C=CC=CC=1.C1(P(C2C=CC=CC=2)C2C=CC=CC=2)C=CC=CC=1. The reactants are Cl[C:2]1[N:3]2[C:7]([N:8]=[C:9]3[CH2:15][CH2:14][CH2:13][CH2:12][CH2:11][C:10]=13)=[CH:6][CH:5]=[N:4]2.[CH2:16]([O:23][C:24]1[CH:29]=[CH:28][C:27](B(O)O)=[CH:26][CH:25]=1)[C:17]1[CH:22]=[CH:21][CH:20]=[CH:19][CH:18]=1.C([O-])([O-])=O.[Na+].[Na+]. The yield is 0.540. (8) The product is [O:9]1[CH:13]=[CH:12][CH:11]=[C:10]1[C:2]1[CH:3]=[C:4]([OH:8])[CH:5]=[CH:6][CH:7]=1. The catalyst is C(COC)OC.O.C1C=CC(P(C2C=CC=CC=2)[C-]2C=CC=C2)=CC=1.C1C=CC(P(C2C=CC=CC=2)[C-]2C=CC=C2)=CC=1.Cl[Pd]Cl.[Fe+2]. The yield is 0.410. The reactants are Br[C:2]1[CH:3]=[C:4]([OH:8])[CH:5]=[CH:6][CH:7]=1.[O:9]1[CH:13]=[CH:12][CH:11]=[C:10]1B(O)O.C(=O)([O-])[O-].[Na+].[Na+].